From a dataset of Forward reaction prediction with 1.9M reactions from USPTO patents (1976-2016). Predict the product of the given reaction. The product is: [CH3:1][C:2]1[C:3]([C:22]2[CH:27]=[CH:26][CH:25]=[C:24]([C:28]([F:31])([F:29])[F:30])[CH:23]=2)=[N:4][C:5]2[C:10]([C:11]=1[C:12]([O:14][CH3:15])=[O:13])=[CH:9][C:8]([S:49]([CH:33]([CH3:34])[CH3:42])(=[O:52])=[O:48])=[C:7]([O:20][CH3:21])[CH:6]=2. Given the reactants [CH3:1][C:2]1[C:3]([C:22]2[CH:27]=[CH:26][CH:25]=[C:24]([C:28]([F:31])([F:30])[F:29])[CH:23]=2)=[N:4][C:5]2[C:10]([C:11]=1[C:12]([O:14][CH3:15])=[O:13])=[CH:9][C:8](SC(C)C)=[C:7]([O:20][CH3:21])[CH:6]=2.Cl[C:33]1[CH:34]=C(C=C[CH:42]=1)C(OO)=O.C([O-])(O)=O.[Na+].[O-:48][S:49]([O-:52])(=S)=O.[Na+].[Na+], predict the reaction product.